This data is from Full USPTO retrosynthesis dataset with 1.9M reactions from patents (1976-2016). The task is: Predict the reactants needed to synthesize the given product. (1) The reactants are: [O:1]=[C:2]1[NH:6][C@@H:5]([C:7]([O:9][CH2:10][CH3:11])=[O:8])[CH2:4][CH2:3]1.Br[C:13]1[CH:18]=[CH:17][CH:16]=[CH:15][CH:14]=1.C([O-])([O-])=O.[Cs+].[Cs+].C1(P(C2C=CC=CC=2)C2C3OC4C(=CC=CC=4P(C4C=CC=CC=4)C4C=CC=CC=4)C(C)(C)C=3C=CC=2)C=CC=CC=1. Given the product [O:1]=[C:2]1[N:6]([C:13]2[CH:18]=[CH:17][CH:16]=[CH:15][CH:14]=2)[C@@H:5]([C:7]([O:9][CH2:10][CH3:11])=[O:8])[CH2:4][CH2:3]1, predict the reactants needed to synthesize it. (2) Given the product [CH3:8][CH:6]1[O:7][CH:2]([CH3:1])[CH2:3][N:4]([C:14]([NH2:13])=[O:15])[CH2:5]1, predict the reactants needed to synthesize it. The reactants are: [CH3:1][CH:2]1[O:7][CH:6]([CH3:8])[CH2:5][NH:4][CH2:3]1.C[Si]([N:13]=[C:14]=[O:15])(C)C. (3) Given the product [ClH:35].[ClH:35].[ClH:35].[Cl:35][C:34]1[C:29]([C:27]2[S:26][C:25]3[CH:47]=[C:21]([C:19]([NH2:18])=[O:20])[CH:22]=[CH:23][C:24]=3[CH:28]=2)=[N:30][C:31]([NH:36][CH2:37][CH2:38][CH2:39][N:40]2[CH2:41][CH2:42][N:43]([CH3:46])[CH2:44][CH2:45]2)=[N:32][CH:33]=1, predict the reactants needed to synthesize it. The reactants are: COC1C=CC(C([NH:18][C:19]([C:21]2[CH:22]=[CH:23][C:24]3[CH:28]=[C:27]([C:29]4[C:34]([Cl:35])=[CH:33][N:32]=[C:31]([NH:36][CH2:37][CH2:38][CH2:39][N:40]5[CH2:45][CH2:44][N:43]([CH3:46])[CH2:42][CH2:41]5)[N:30]=4)[S:26][C:25]=3[CH:47]=2)=[O:20])C2C=CC(OC)=CC=2)=CC=1. (4) Given the product [CH2:18]([O:17][C:15]([C:14]1[C:13](=[O:12])[C:5]2[C:4](=[C:3]([O:2][CH3:1])[CH:8]=[CH:7][CH:6]=2)[NH:9][CH:20]=1)=[O:16])[CH3:19], predict the reactants needed to synthesize it. The reactants are: [CH3:1][O:2][C:3]1[C:4]([NH2:9])=[CH:5][CH:6]=[CH:7][CH:8]=1.C([O:12][CH:13]=[C:14]([C:20](OCC)=O)[C:15]([O:17][CH2:18][CH3:19])=[O:16])C.O.